Dataset: Forward reaction prediction with 1.9M reactions from USPTO patents (1976-2016). Task: Predict the product of the given reaction. (1) Given the reactants [C:1]([O:9][CH:10]([C@@H:13]1[CH2:17][C@@H:16]([OH:18])[C@H:15]([N:19]2[C:23]3[N:24]=[C:25]([NH2:29])[NH:26][C:27](=[O:28])[C:22]=3[S:21][C:20]2=[O:30])[O:14]1)[CH2:11][CH3:12])(=[O:8])[C:2]1[CH:7]=[CH:6][CH:5]=[CH:4][CH:3]=1.Cl[C:32](=[S:40])[O:33][C:34]1[CH:39]=[CH:38][CH:37]=[CH:36][CH:35]=1, predict the reaction product. The product is: [C:1]([O:9][CH:10]([C@@H:13]1[CH2:17][C@@H:16]([O:18][C:32]([O:33][C:34]2[CH:39]=[CH:38][CH:37]=[CH:36][CH:35]=2)=[S:40])[C@H:15]([N:19]2[C:23]3[N:24]=[C:25]([NH2:29])[NH:26][C:27](=[O:28])[C:22]=3[S:21][C:20]2=[O:30])[O:14]1)[CH2:11][CH3:12])(=[O:8])[C:2]1[CH:7]=[CH:6][CH:5]=[CH:4][CH:3]=1. (2) Given the reactants [Na+].[O:2]1[C:6]2[CH:7]=[CH:8][CH:9]=[CH:10][C:5]=2[C:4]([CH2:11][CH2:12][S:13]S(=O)(=O)[O-])=[CH:3]1.O.P(=O)(O)(O)O.O=O, predict the reaction product. The product is: [O:2]1[C:6]2[CH:7]=[CH:8][CH:9]=[CH:10][C:5]=2[C:4]([CH2:11][CH2:12][SH:13])=[CH:3]1. (3) Given the reactants Br[C:2]1[CH:3]=[C:4]([C:17]([O:19][CH3:20])=[O:18])[CH:5]=[C:6]([C:8]2[CH:13]=[CH:12][C:11]([CH3:14])=[CH:10][C:9]=2[C:15]#[N:16])[CH:7]=1.[OH:21][CH2:22][C:23]1[CH:28]=[CH:27][CH:26]=[CH:25][C:24]=1B(O)O.C(=O)([O-])[O-].[Cs+].[Cs+].O, predict the reaction product. The product is: [CH3:20][O:19][C:17]([C:4]1[CH:3]=[C:2]([C:24]2[CH:25]=[CH:26][CH:27]=[CH:28][C:23]=2[CH2:22][OH:21])[CH:7]=[C:6]([C:8]2[CH:13]=[CH:12][C:11]([CH3:14])=[CH:10][C:9]=2[C:15]#[N:16])[CH:5]=1)=[O:18]. (4) Given the reactants CN(C(ON1N=NC2C=CC=NC1=2)=[N+](C)C)C.F[P-](F)(F)(F)(F)F.[Cl:25][C:26]1[CH:27]=[C:28]([N:32]2[CH2:37][CH2:36][NH:35][CH2:34][CH2:33]2)[CH:29]=[CH:30][CH:31]=1.[Cl:38][C:39]1[C:40]([C:49]([F:52])([F:51])[F:50])=[N:41][N:42]([CH2:45][C:46](O)=[O:47])[C:43]=1[CH3:44], predict the reaction product. The product is: [Cl:38][C:39]1[C:40]([C:49]([F:51])([F:50])[F:52])=[N:41][N:42]([CH2:45][C:46]([N:35]2[CH2:36][CH2:37][N:32]([C:28]3[CH:29]=[CH:30][CH:31]=[C:26]([Cl:25])[CH:27]=3)[CH2:33][CH2:34]2)=[O:47])[C:43]=1[CH3:44]. (5) Given the reactants [Br:1][C:2]1[C:3]([N:18]([CH3:23])[S:19]([CH3:22])(=[O:21])=[O:20])=[CH:4][C:5]2[O:9][C:8]([C:10]([OH:12])=O)=[C:7]([C:13](=[O:16])[NH:14][CH3:15])[C:6]=2[CH:17]=1.C1C=CC2N(O)N=NC=2C=1.CCN=C=NCCCN(C)C.CCN(CC)CC.Cl.[CH3:53][NH:54][O:55][CH3:56], predict the reaction product. The product is: [Br:1][C:2]1[C:3]([N:18]([CH3:23])[S:19]([CH3:22])(=[O:21])=[O:20])=[CH:4][C:5]2[O:9][C:8]([C:10]([N:54]([O:55][CH3:56])[CH3:53])=[O:12])=[C:7]([C:13]([NH:14][CH3:15])=[O:16])[C:6]=2[CH:17]=1.